From a dataset of Forward reaction prediction with 1.9M reactions from USPTO patents (1976-2016). Predict the product of the given reaction. (1) Given the reactants [NH:1]1[CH:5]=[CH:4][N:3]=[C:2]1[CH2:6][NH:7][CH2:8][C:9]1[CH:27]=[CH:26][C:12]([CH2:13][O:14][CH2:15][CH2:16][CH2:17][CH2:18][N:19]([CH2:23][CH2:24][CH3:25])[CH2:20][CH2:21][CH3:22])=[CH:11][CH:10]=1.C([BH3-])#N.[Na+].C(O)(=O)C.[NH:36]1[CH:40]=[CH:39][N:38]=[C:37]1[CH:41]=O, predict the reaction product. The product is: [NH:1]1[CH:5]=[CH:4][N:3]=[C:2]1[CH2:6][N:7]([CH2:8][C:9]1[CH:27]=[CH:26][C:12]([CH2:13][O:14][CH2:15][CH2:16][CH2:17][CH2:18][N:19]([CH2:20][CH2:21][CH3:22])[CH2:23][CH2:24][CH3:25])=[CH:11][CH:10]=1)[CH2:41][C:37]1[NH:36][CH:40]=[CH:39][N:38]=1. (2) Given the reactants [Cl:1][C:2]1[CH:3]=[C:4]2[C:8](=[CH:9][CH:10]=1)[NH:7][C:6](=[O:11])[CH2:5]2.[CH3:12][N:13]([CH3:38])[C:14]([CH2:16][CH2:17][C:18]1[C:19]([S:26]([C:29]2[CH:37]=[CH:36][CH:35]=[CH:34][C:30]=2[C:31]([OH:33])=[O:32])(=[O:28])=[O:27])=[C:20]([CH3:25])[NH:21][C:22]=1[CH:23]=O)=[O:15].N1CCCCC1, predict the reaction product. The product is: [Cl:1][C:2]1[CH:3]=[C:4]2[C:8](=[CH:9][CH:10]=1)[NH:7][C:6](=[O:11])/[C:5]/2=[CH:23]\[C:22]1[NH:21][C:20]([CH3:25])=[C:19]([S:26]([C:29]2[CH:37]=[CH:36][CH:35]=[CH:34][C:30]=2[C:31]([OH:33])=[O:32])(=[O:28])=[O:27])[C:18]=1[CH2:17][CH2:16][C:14](=[O:15])[N:13]([CH3:38])[CH3:12]. (3) Given the reactants [NH2:1][C:2]1[CH:7]=[CH:6][C:5]([CH2:8][C:9]([NH:12][C:13](=[O:30])[C:14]([NH:16][C:17]2[CH:22]=[CH:21][C:20]([C:23]3[O:27][CH:26]=[N:25][CH:24]=3)=[C:19]([O:28][CH3:29])[CH:18]=2)=[O:15])([CH3:11])[CH3:10])=[CH:4][CH:3]=1.[C:31](OC(=O)C)(=[O:33])[CH3:32].C(N1CCOCC1)C, predict the reaction product. The product is: [C:31]([NH:1][C:2]1[CH:7]=[CH:6][C:5]([CH2:8][C:9]([NH:12][C:13](=[O:30])[C:14]([NH:16][C:17]2[CH:22]=[CH:21][C:20]([C:23]3[O:27][CH:26]=[N:25][CH:24]=3)=[C:19]([O:28][CH3:29])[CH:18]=2)=[O:15])([CH3:10])[CH3:11])=[CH:4][CH:3]=1)(=[O:33])[CH3:32].